The task is: Predict the reaction yield, written as a fraction of the theoretical maximum amount of product (1.0 means a 100% yield; for example, 0.34 means a 34% yield).. This data is from Reaction yield outcomes from USPTO patents with 853,638 reactions. The reactants are C(OC([N:11]1[CH2:15][CH:14]2[CH2:16][CH:17]([CH2:19][O:20][C:21]3[CH:30]=[C:29]4[C:24]([C:25]([O:31][C:32]5[CH:37]=[CH:36][C:35]([N+:38]([O-:40])=[O:39])=[CH:34][C:33]=5[F:41])=[CH:26][CH:27]=[N:28]4)=[CH:23][C:22]=3[O:42][CH3:43])[CH2:18][CH:13]2[CH2:12]1)=O)C1C=CC=CC=1.Br. The catalyst is C(O)(=O)C.CCOC(C)=O. The product is [F:41][C:33]1[CH:34]=[C:35]([N+:38]([O-:40])=[O:39])[CH:36]=[CH:37][C:32]=1[O:31][C:25]1[C:24]2[C:29](=[CH:30][C:21]([O:20][CH2:19][CH:17]3[CH2:18][CH:13]4[CH2:12][NH:11][CH2:15][CH:14]4[CH2:16]3)=[C:22]([O:42][CH3:43])[CH:23]=2)[N:28]=[CH:27][CH:26]=1. The yield is 0.950.